Task: Predict which catalyst facilitates the given reaction.. Dataset: Catalyst prediction with 721,799 reactions and 888 catalyst types from USPTO (1) Reactant: [NH2:1][C:2]1[CH:10]=[CH:9][CH:8]=[C:7]2[C:3]=1[CH2:4][N:5]([CH:12]1[CH2:17][CH2:16][C:15](=[O:18])[NH:14][C:13]1=[O:19])[C:6]2=[O:11].[Cl:20][C:21]1[CH:22]=[C:23]([CH:26]=[CH:27][CH:28]=1)[CH:24]=O.C(O[BH-](OC(=O)C)OC(=O)C)(=O)C.[Na+].C(Cl)Cl.CO. Product: [Cl:20][C:21]1[CH:22]=[C:23]([CH:26]=[CH:27][CH:28]=1)[CH2:24][NH:1][C:2]1[CH:10]=[CH:9][CH:8]=[C:7]2[C:3]=1[CH2:4][N:5]([CH:12]1[CH2:17][CH2:16][C:15](=[O:18])[NH:14][C:13]1=[O:19])[C:6]2=[O:11]. The catalyst class is: 699. (2) The catalyst class is: 4. Reactant: CN1CCOCC1.[CH2:8]([NH:11][C@H:12]([CH2:16][OH:17])[CH2:13][CH2:14][CH3:15])[CH2:9][CH3:10].[S:18](Cl)(Cl)=[O:19].O. Product: [CH2:8]([N:11]1[CH:12]([CH2:13][CH2:14][CH3:15])[CH2:16][O:17][S@@:18]1=[O:19])[CH2:9][CH3:10].